This data is from Catalyst prediction with 721,799 reactions and 888 catalyst types from USPTO. The task is: Predict which catalyst facilitates the given reaction. (1) Reactant: [CH3:1][O:2][C:3]1[C:4]([O:26][CH2:27][CH2:28][CH2:29][O:30][CH3:31])=[CH:5][C:6]2[CH2:15][CH:14]([CH:16]([CH3:18])[CH3:17])[N:13]3[C:8](=[CH:9][C:10](=[O:24])[C:11]([C:19]([O:21]CC)=[O:20])=[CH:12]3)[C:7]=2[CH:25]=1.[OH-].[Na+].Cl. Product: [CH3:1][O:2][C:3]1[C:4]([O:26][CH2:27][CH2:28][CH2:29][O:30][CH3:31])=[CH:5][C:6]2[CH2:15][CH:14]([CH:16]([CH3:18])[CH3:17])[N:13]3[C:8](=[CH:9][C:10](=[O:24])[C:11]([C:19]([OH:21])=[O:20])=[CH:12]3)[C:7]=2[CH:25]=1. The catalyst class is: 14. (2) The catalyst class is: 13. Reactant: [CH:1]1([CH2:4][O:5][C:6]2[CH:32]=[CH:31][C:9]3[N:10]=[C:11]([C:13]4[N:18]=[CH:17][C:16]([O:19][CH2:20][C@@H:21]([NH:23][C:24](=[O:30])OC(C)(C)C)[CH3:22])=[CH:15][CH:14]=4)[O:12][C:8]=3[CH:7]=2)[CH2:3][CH2:2]1.Cl.[C:34](OCC)(=O)C. Product: [CH:1]1([CH2:4][O:5][C:6]2[CH:32]=[CH:31][C:9]3[N:10]=[C:11]([C:13]4[N:18]=[CH:17][C:16]([O:19][CH2:20][C@@H:21]([NH:23][C:24](=[O:30])[CH3:34])[CH3:22])=[CH:15][CH:14]=4)[O:12][C:8]=3[CH:7]=2)[CH2:2][CH2:3]1.